From a dataset of Full USPTO retrosynthesis dataset with 1.9M reactions from patents (1976-2016). Predict the reactants needed to synthesize the given product. (1) Given the product [F:37][C:4]([F:3])([F:38])[C:5]1[CH:10]=[CH:9][C:8](/[CH:11]=[CH:12]/[C:13]2[O:14][CH:15]=[C:16]([CH2:18][O:19][C:20]3[CH:25]=[CH:24][C:23]([CH2:26][CH2:27][CH2:28][CH2:29][N:30]4[CH:34]=[CH:33][N:32]=[C:31]4[CH2:35][OH:36])=[CH:22][CH:21]=3)[N:17]=2)=[CH:7][CH:6]=1, predict the reactants needed to synthesize it. The reactants are: [BH4-].[Na+].[F:3][C:4]([F:38])([F:37])[C:5]1[CH:10]=[CH:9][C:8](/[CH:11]=[CH:12]/[C:13]2[O:14][CH:15]=[C:16]([CH2:18][O:19][C:20]3[CH:25]=[CH:24][C:23]([CH2:26][CH2:27][CH2:28][CH2:29][N:30]4[CH:34]=[CH:33][N:32]=[C:31]4[CH:35]=[O:36])=[CH:22][CH:21]=3)[N:17]=2)=[CH:7][CH:6]=1.O. (2) The reactants are: C[O:2][C:3]([C:5]1[CH:14]=[CH:13][C:12]2[C:7](=[CH:8][CH:9]=[C:10]([O:50][CH3:51])[C:11]=2[CH2:15][N:16]2[C:22](=[O:23])[C@@H:21]([NH:24][C:25](=[O:37])[C@@H:26]([N:28]([C:30]([O:32][C:33]([CH3:36])([CH3:35])[CH3:34])=[O:31])[CH3:29])[CH3:27])[CH2:20][N:19]([C:38](=[O:45])[CH2:39][CH2:40][CH2:41][C:42](=[O:44])[CH3:43])[C:18]3[CH:46]=[CH:47][CH:48]=[CH:49][C:17]2=3)[CH:6]=1)=[O:4].[Li+].[OH-].C(O)(=O)CC(CC(O)=O)(C(O)=O)O. Given the product [C:33]([O:32][C:30]([N:28]([CH3:29])[C@@H:26]([CH3:27])[C:25]([NH:24][C@@H:21]1[C:22](=[O:23])[N:16]([CH2:15][C:11]2[C:10]([O:50][CH3:51])=[CH:9][CH:8]=[C:7]3[C:12]=2[CH:13]=[CH:14][C:5]([C:3]([OH:4])=[O:2])=[CH:6]3)[C:17]2[CH:49]=[CH:48][CH:47]=[CH:46][C:18]=2[N:19]([C:38](=[O:45])[CH2:39][CH2:40][CH2:41][C:42](=[O:44])[CH3:43])[CH2:20]1)=[O:37])=[O:31])([CH3:35])([CH3:36])[CH3:34], predict the reactants needed to synthesize it. (3) Given the product [Cl:19][C:14]1[CH:13]=[C:12]([NH:11][C:10](=[NH:20])[NH:9][C:4]2[N:3]=[C:2]([NH:21][CH2:22][CH2:23][CH2:24][OH:25])[CH:7]=[C:6]([CH3:8])[N:5]=2)[CH:17]=[CH:16][C:15]=1[Cl:18], predict the reactants needed to synthesize it. The reactants are: Cl[C:2]1[CH:7]=[C:6]([CH3:8])[N:5]=[C:4]([NH:9][C:10](=[NH:20])[NH:11][C:12]2[CH:17]=[CH:16][C:15]([Cl:18])=[C:14]([Cl:19])[CH:13]=2)[N:3]=1.[NH2:21][CH2:22][CH2:23][CH2:24][OH:25]. (4) Given the product [Br:15][C:4]1[CH:6]=[C:7]([F:10])[C:8]([F:9])=[C:2]([Cl:1])[CH:3]=1, predict the reactants needed to synthesize it. The reactants are: [Cl:1][C:2]1[CH:3]=[C:4]([CH:6]=[C:7]([F:10])[C:8]=1[F:9])N.N([O-])=O.[Na+].[BrH:15]. (5) Given the product [CH2:25]([N:24]1[C:23](=[O:32])[C:22]2[C:17](=[CH:18][C:19]([Cl:33])=[CH:20][CH:21]=2)[N:16]=[C:15]1[CH:50]([N:49]1[C:48](=[O:57])[C:47]([CH3:46])([CH3:59])[CH2:42][NH:41][CH2:36][CH2:40]1)[CH:51]([CH3:52])[CH3:56])[C:26]1[CH:31]=[CH:30][CH:29]=[CH:28][CH:27]=1, predict the reactants needed to synthesize it. The reactants are: C(OC(=O)NCCNC([C:15]1[N:24]([CH2:25][C:26]2[CH:31]=[CH:30][CH:29]=[CH:28][CH:27]=2)[C:23](=[O:32])[C:22]2[C:17](=[CH:18][C:19]([Cl:33])=[CH:20][CH:21]=2)[N:16]=1)C(C)C)(C)(C)C.N[CH:36]([C:40]1[N:49]([CH2:50][C:51]2[CH:56]=CC=C[CH:52]=2)[C:48](=[O:57])[C:47]2[C:42](=CC(Cl)=C[CH:46]=2)[N:41]=1)C(C)C.[C:59](OC(=O)NCC=O)(C)(C)C.C(O[BH3-])(=O)C.[Na+].